This data is from Forward reaction prediction with 1.9M reactions from USPTO patents (1976-2016). The task is: Predict the product of the given reaction. (1) Given the reactants Cl[C:2]1[C:7]([CH3:8])=[C:6]([Cl:9])[N:5]=[CH:4][C:3]=1[C:10]([N:12]1[CH2:17][CH2:16][CH:15]([C:18]2[CH:23]=[CH:22][C:21]([F:24])=[CH:20][CH:19]=2)[CH2:14][CH2:13]1)=[O:11].[NH2:25][C:26]1[CH:31]=[CH:30][C:29]([CH3:32])=[CH:28][CH:27]=1, predict the reaction product. The product is: [Cl:9][C:6]1[N:5]=[CH:4][C:3]([C:10]([N:12]2[CH2:17][CH2:16][CH:15]([C:18]3[CH:23]=[CH:22][C:21]([F:24])=[CH:20][CH:19]=3)[CH2:14][CH2:13]2)=[O:11])=[C:2]([NH:25][C:26]2[CH:31]=[CH:30][C:29]([CH3:32])=[CH:28][CH:27]=2)[C:7]=1[CH3:8]. (2) The product is: [CH3:8][N:6]1[C:5](=[O:9])[C:4]([CH3:10])=[CH:3][C:2]([C:20]2[CH:21]=[C:16]([NH:15][S:12]([CH3:11])(=[O:13])=[O:14])[CH:17]=[CH:18][CH:19]=2)=[CH:7]1. Given the reactants Br[C:2]1[CH:3]=[C:4]([CH3:10])[C:5](=[O:9])[N:6]([CH3:8])[CH:7]=1.[CH3:11][S:12]([NH:15][C:16]1[CH:17]=[C:18](B(O)O)[CH:19]=[CH:20][CH:21]=1)(=[O:14])=[O:13], predict the reaction product. (3) Given the reactants [C-]#N.[Na+].Br[C:5]1[CH:10]=[CH:9][C:8]([NH:11][C:12](=[O:14])[CH3:13])=[C:7]([F:15])[CH:6]=1.[CH3:16][NH:17]CCNC.[OH-].[NH4+], predict the reaction product. The product is: [C:16]([C:5]1[CH:10]=[CH:9][C:8]([NH:11][C:12](=[O:14])[CH3:13])=[C:7]([F:15])[CH:6]=1)#[N:17].